Dataset: Reaction yield outcomes from USPTO patents with 853,638 reactions. Task: Predict the reaction yield, written as a fraction of the theoretical maximum amount of product (1.0 means a 100% yield; for example, 0.34 means a 34% yield). (1) The reactants are CN(C)[CH:3]=[O:4].P(Cl)(Cl)(Cl)=O.[CH2:11]([O:13][C:14]([N:16]1[CH:25]=[CH:24][C:23]2[C:18](=[CH:19][C:20]([O:34][CH3:35])=[C:21]([O:26][CH2:27][C:28]3[CH:33]=[CH:32][CH:31]=[CH:30][CH:29]=3)[CH:22]=2)[CH:17]1[CH2:36][C:37]1[CH:42]=[CH:41][CH:40]=[C:39]([O:43][CH3:44])[CH:38]=1)=[O:15])[CH3:12].C([O-])(=O)C.[K+]. The catalyst is ClCCl.O.C(OCC)(=O)C.CCCCCC. The product is [CH2:11]([O:13][C:14]([N:16]1[CH:25]=[C:24]([CH:3]=[O:4])[C:23]2[C:18](=[CH:19][C:20]([O:34][CH3:35])=[C:21]([O:26][CH2:27][C:28]3[CH:33]=[CH:32][CH:31]=[CH:30][CH:29]=3)[CH:22]=2)[CH:17]1[CH2:36][C:37]1[CH:42]=[CH:41][CH:40]=[C:39]([O:43][CH3:44])[CH:38]=1)=[O:15])[CH3:12]. The yield is 0.520. (2) The reactants are [NH2:1][C:2]1[CH:7]=[CH:6][C:5]([C:8]2[C:16]3[C:11](=[N:12][CH:13]=[N:14][C:15]=3[NH2:17])[N:10]([CH:18]([CH3:20])[CH3:19])[N:9]=2)=[CH:4][C:3]=1[O:21][CH3:22].C([O-])([O-])=O.[K+].[K+].Br[CH2:30][CH2:31][CH2:32][OH:33]. The catalyst is CN(C=O)C. The product is [NH2:17][C:15]1[N:14]=[CH:13][N:12]=[C:11]2[N:10]([CH:18]([CH3:19])[CH3:20])[N:9]=[C:8]([C:5]3[CH:6]=[CH:7][C:2]([NH:1][CH:31]([CH3:30])[CH2:32][OH:33])=[C:3]([O:21][CH3:22])[CH:4]=3)[C:16]=12. The yield is 0.240.